From a dataset of Full USPTO retrosynthesis dataset with 1.9M reactions from patents (1976-2016). Predict the reactants needed to synthesize the given product. (1) Given the product [CH3:30][N:31]([CH3:32])[C:2]1[CH:11]=[C:10]2[C:5]([CH:6]=[C:7]([C:14]3[CH:15]=[C:16]([NH:21][C:22](=[O:29])[C:23]4[CH:28]=[CH:27][CH:26]=[CH:25][CH:24]=4)[CH:17]=[CH:18][C:19]=3[CH3:20])[C:8](=[O:13])[N:9]2[CH3:12])=[CH:4][N:3]=1, predict the reactants needed to synthesize it. The reactants are: Cl[C:2]1[CH:11]=[C:10]2[C:5]([CH:6]=[C:7]([C:14]3[CH:15]=[C:16]([NH:21][C:22](=[O:29])[C:23]4[CH:28]=[CH:27][CH:26]=[CH:25][CH:24]=4)[CH:17]=[CH:18][C:19]=3[CH3:20])[C:8](=[O:13])[N:9]2[CH3:12])=[CH:4][N:3]=1.[CH3:30][NH:31][CH3:32]. (2) Given the product [Br:6][C:7]1[CH:12]=[C:11]([F:13])[CH:10]=[CH:9][C:8]=1[C:14]([NH:23][CH:22]=[O:24])([CH3:16])[CH3:15], predict the reactants needed to synthesize it. The reactants are: S(=O)(=O)(O)O.[Br:6][C:7]1[CH:12]=[C:11]([F:13])[CH:10]=[CH:9][C:8]=1[C:14](O)([CH3:16])[CH3:15].C[Si]([C:22]#[N:23])(C)C.[OH-:24].[NH4+]. (3) The reactants are: C[O:2][C:3](=[O:22])[CH2:4][CH2:5][C:6]1[CH:11]=[CH:10][C:9]([O:12][C:13]2[CH:18]=[CH:17][C:16]([F:19])=[C:15](Br)[CH:14]=2)=[CH:8][C:7]=1[CH3:21].[Cl:23][C:24]1[CH:29]=[CH:28][C:27]([OH:30])=[C:26]([O:31][C:32]2[CH:37]=[CH:36][CH:35]=[CH:34][CH:33]=2)[CH:25]=1.CC(C)(C(=O)CC(=O)C(C)(C)C)C.C(=O)([O-])[O-].[Cs+].[Cs+].[OH-].[Na+]. Given the product [Cl:23][C:24]1[CH:29]=[CH:28][C:27]([O:30][C:15]2[CH:14]=[C:13]([CH:18]=[CH:17][C:16]=2[F:19])[O:12][C:9]2[CH:10]=[CH:11][C:6]([CH2:5][CH2:4][C:3]([OH:2])=[O:22])=[C:7]([CH3:21])[CH:8]=2)=[C:26]([O:31][C:32]2[CH:37]=[CH:36][CH:35]=[CH:34][CH:33]=2)[CH:25]=1, predict the reactants needed to synthesize it. (4) Given the product [OH:1][CH:2]([C:6]1[CH:7]=[CH:8][C:9]([C:12]2[N:16]=[C:15]([C:17]3[O:21][N:20]=[C:19]([C:22]4[CH:27]=[CH:26][CH:25]=[CH:24][CH:23]=4)[C:18]=3[C:28]([F:29])([F:30])[F:31])[O:14][N:13]=2)=[CH:10][CH:11]=1)[C:3]([NH:41][CH2:40][C:38]1[O:37][N:36]=[C:35]([CH2:34][O:33][CH3:32])[N:39]=1)=[O:5], predict the reactants needed to synthesize it. The reactants are: [OH:1][CH:2]([C:6]1[CH:11]=[CH:10][C:9]([C:12]2[N:16]=[C:15]([C:17]3[O:21][N:20]=[C:19]([C:22]4[CH:27]=[CH:26][CH:25]=[CH:24][CH:23]=4)[C:18]=3[C:28]([F:31])([F:30])[F:29])[O:14][N:13]=2)=[CH:8][CH:7]=1)[C:3]([OH:5])=O.[CH3:32][O:33][CH2:34][C:35]1[N:39]=[C:38]([CH2:40][NH2:41])[O:37][N:36]=1.CN1CCOCC1.CN(C(ON1N=NC2C=CC=NC1=2)=[N+](C)C)C.F[P-](F)(F)(F)(F)F.